Dataset: Full USPTO retrosynthesis dataset with 1.9M reactions from patents (1976-2016). Task: Predict the reactants needed to synthesize the given product. (1) Given the product [CH3:1][C:2]1[CH:3]=[C:4]([CH:24]=[CH:25][CH:26]=1)[CH:5]=[N:6][NH:7][C:8]1[CH:13]=[C:12]([N:14]2[CH2:19][CH2:18][O:17][CH2:16][CH2:15]2)[N:11]=[C:10]([CH2:20][CH2:21][CH2:22][O:23][C:36](=[O:37])[NH:35][C:31]2[CH:32]=[CH:33][CH:34]=[C:29]([O:28][CH3:27])[CH:30]=2)[N:9]=1, predict the reactants needed to synthesize it. The reactants are: [CH3:1][C:2]1[CH:3]=[C:4]([CH:24]=[CH:25][CH:26]=1)[CH:5]=[N:6][NH:7][C:8]1[CH:13]=[C:12]([N:14]2[CH2:19][CH2:18][O:17][CH2:16][CH2:15]2)[N:11]=[C:10]([CH2:20][CH2:21][CH2:22][OH:23])[N:9]=1.[CH3:27][O:28][C:29]1[CH:30]=[C:31]([N:35]=[C:36]=[O:37])[CH:32]=[CH:33][CH:34]=1.CN(C1C=CC=CN=1)C. (2) Given the product [CH:8]([C:11]1[CH:12]=[CH:13][C:14]([CH3:54])=[C:15]([N:17]2[CH2:53][CH2:52][C:20]3[N:21]=[C:22]([C:32]4[CH:40]=[CH:39][CH:38]=[C:37]5[C:33]=4[C:34]([CH3:51])=[CH:35][N:36]5[S:41]([C:44]4[CH:45]=[CH:46][C:47]([CH3:48])=[CH:49][CH:50]=4)(=[O:42])=[O:43])[N:23]=[C:24]([N:25]4[CH2:30][CH2:29][N:28]([C:1](=[O:2])[CH3:3])[CH2:27][C@H:26]4[CH3:31])[C:19]=3[CH2:18]2)[CH:16]=1)([CH3:10])[CH3:9], predict the reactants needed to synthesize it. The reactants are: [C:1](O)([C:3](F)(F)F)=[O:2].[CH:8]([C:11]1[CH:12]=[CH:13][C:14]([CH3:54])=[C:15]([N:17]2[CH2:53][CH2:52][C:20]3[N:21]=[C:22]([C:32]4[CH:40]=[CH:39][CH:38]=[C:37]5[C:33]=4[C:34]([CH3:51])=[CH:35][N:36]5[S:41]([C:44]4[CH:50]=[CH:49][C:47]([CH3:48])=[CH:46][CH:45]=4)(=[O:43])=[O:42])[N:23]=[C:24]([N:25]4[CH2:30][CH2:29][NH:28][CH2:27][C@H:26]4[CH3:31])[C:19]=3[CH2:18]2)[CH:16]=1)([CH3:10])[CH3:9].C(OC(=O)C)(=O)C.CCN(C(C)C)C(C)C. (3) Given the product [CH3:17][O:14][C:13]([C:8]1[CH:7]=[CH:6][C:5]2[C:10](=[CH:11][CH:12]=[C:3]([O:2][CH3:1])[CH:4]=2)[CH:9]=1)=[O:15], predict the reactants needed to synthesize it. The reactants are: [CH3:1][O:2][C:3]1[CH:4]=[C:5]2[C:10](=[CH:11][CH:12]=1)[CH:9]=[C:8]([C:13]([OH:15])=[O:14])[CH:7]=[CH:6]2.[Si](C=[N+]=[N-])(C)(C)[CH3:17]. (4) Given the product [CH2:1]([O:5][C:6]1[N:14]=[C:13]2[C:9]([N:10]=[C:11]([O:19][CH3:20])[N:12]2[CH2:15][CH2:16][CH2:17][N:28]2[CH2:29][CH2:30][N:25]([CH2:24][CH:23]([CH3:31])[CH3:22])[CH2:26][CH2:27]2)=[C:8]([NH2:21])[N:7]=1)[CH2:2][CH2:3][CH3:4], predict the reactants needed to synthesize it. The reactants are: [CH2:1]([O:5][C:6]1[N:14]=[C:13]2[C:9]([N:10]=[C:11]([O:19][CH3:20])[N:12]2[CH2:15][CH2:16][CH2:17]Cl)=[C:8]([NH2:21])[N:7]=1)[CH2:2][CH2:3][CH3:4].[CH3:22][CH:23]([CH3:31])[CH2:24][N:25]1[CH2:30][CH2:29][NH:28][CH2:27][CH2:26]1. (5) Given the product [CH3:1][N:7]([CH2:6][C:5]([CH3:4])([S:22][S:23][CH3:24])[CH3:21])[CH2:8][CH2:9][O:10][C:11]1[CH:12]=[C:13]([CH2:19][OH:20])[N:14]=[C:15]([CH2:17][OH:18])[CH:16]=1, predict the reactants needed to synthesize it. The reactants are: [CH:1](O)=O.[CH3:4][C:5]([S:22][S:23][CH3:24])([CH3:21])[CH2:6][NH:7][CH2:8][CH2:9][O:10][C:11]1[CH:16]=[C:15]([CH2:17][OH:18])[N:14]=[C:13]([CH2:19][OH:20])[CH:12]=1.[OH-].[Na+]. (6) Given the product [Br:1][C:2]1[CH:8]=[CH:7][C:5]([NH:6][C:19](=[O:20])/[CH:18]=[CH:17]/[O:16][CH3:15])=[CH:4][CH:3]=1, predict the reactants needed to synthesize it. The reactants are: [Br:1][C:2]1[CH:8]=[CH:7][C:5]([NH2:6])=[CH:4][CH:3]=1.N1C=CC=CC=1.[CH3:15][O:16]/[CH:17]=[CH:18]/[C:19](Cl)=[O:20]. (7) Given the product [S:1]1[CH:5]=[CH:4][C:3]2[CH:6]=[CH:7][CH:8]=[C:9]([CH2:10][C:20]#[N:21])[C:2]1=2, predict the reactants needed to synthesize it. The reactants are: [S:1]1[CH:5]=[CH:4][C:3]2[CH:6]=[CH:7][CH:8]=[C:9]([CH:10]=O)[C:2]1=2.O1CCCC1.[C-]#N.[Li+].[C:20](P(=O)(OCC)OCC)#[N:21].CC(O)(C)C.[I-].[Sm+2].[I-]. (8) Given the product [F:1][CH:2]([F:19])[CH2:3][NH:4][CH:5]1[CH2:11][CH2:10][C:9]2[CH:12]=[C:13]([NH2:16])[CH:14]=[CH:15][C:8]=2[CH2:7][CH2:6]1, predict the reactants needed to synthesize it. The reactants are: [F:1][CH:2]([F:19])[CH2:3][NH:4][CH:5]1[CH2:11][CH2:10][C:9]2[CH:12]=[C:13]([N+:16]([O-])=O)[CH:14]=[CH:15][C:8]=2[CH2:7][CH2:6]1.[H][H].